Dataset: Catalyst prediction with 721,799 reactions and 888 catalyst types from USPTO. Task: Predict which catalyst facilitates the given reaction. (1) Product: [CH3:42][CH:24]1[CH2:23][CH2:22][C:21]([C:32]([OH:34])=[O:33])=[CH:20][C:19]2[CH:36]=[C:15]([C:12]3[CH:13]=[CH:14][C:9]([O:8][CH2:7][CH2:6][O:5][CH2:1][CH2:2][CH2:3][CH3:4])=[CH:10][CH:11]=3)[CH:16]=[CH:17][C:18]=2[N:25]1[C:26]1[CH:27]=[CH:28][CH:29]=[CH:30][CH:31]=1. Reactant: [CH2:1]([O:5][CH2:6][CH2:7][O:8][C:9]1[CH:14]=[CH:13][C:12]([C:15]2[CH:16]=[CH:17][C:18]3[N:25]([C:26]4[CH:31]=[CH:30][CH:29]=[CH:28][CH:27]=4)[CH2:24][CH2:23][CH2:22][C:21]([C:32]([O:34]C)=[O:33])=[CH:20][C:19]=3[CH:36]=2)=[CH:11][CH:10]=1)[CH2:2][CH2:3][CH3:4].[OH-].[Na+].O.Cl.O1CCC[CH2:42]1. The catalyst class is: 5. (2) Reactant: [Cl:1][C:2]1[CH:3]=[C:4]([CH:10]([CH2:20][C@H:21]2[CH2:25][CH2:24][CH2:23][O:22]2)[C:11]([NH:13][C:14]2[CH:19]=[N:18][CH:17]=[CH:16][N:15]=2)=[O:12])[CH:5]=[CH:6][C:7]=1[S:8][CH3:9].C(O)=[O:27].OO.[Mn]([O-])(=O)(=O)=O.[K+].[OH2:37]. Product: [Cl:1][C:2]1[CH:3]=[C:4]([CH:10]([CH2:20][C@H:21]2[CH2:25][CH2:24][CH2:23][O:22]2)[C:11]([NH:13][C:14]2[CH:19]=[N:18][CH:17]=[CH:16][N:15]=2)=[O:12])[CH:5]=[CH:6][C:7]=1[S:8]([CH3:9])(=[O:27])=[O:37]. The catalyst class is: 5.